Dataset: Full USPTO retrosynthesis dataset with 1.9M reactions from patents (1976-2016). Task: Predict the reactants needed to synthesize the given product. (1) Given the product [F:27][C:11]1[CH:10]=[C:9]([N:5]2[CH2:4][C@H:3]([CH2:2][NH:1][C:31]([CH:28]3[CH2:30][CH2:29]3)=[O:32])[O:7][C:6]2=[O:8])[CH:14]=[C:13]([F:15])[C:12]=1[N:16]1[CH2:17][CH2:18][CH:19]([N:22]2[CH:26]=[N:25][N:24]=[N:23]2)[CH2:20][CH2:21]1, predict the reactants needed to synthesize it. The reactants are: [NH2:1][CH2:2][C@@H:3]1[O:7][C:6](=[O:8])[N:5]([C:9]2[CH:14]=[C:13]([F:15])[C:12]([N:16]3[CH2:21][CH2:20][CH:19]([N:22]4[CH:26]=[N:25][N:24]=[N:23]4)[CH2:18][CH2:17]3)=[C:11]([F:27])[CH:10]=2)[CH2:4]1.[CH:28]1([C:31](O)=[O:32])[CH2:30][CH2:29]1.C1C=CC2N(O)N=NC=2C=1.CCN=C=NCCCN(C)C.Cl.CN1CCOCC1. (2) Given the product [CH3:18][O:19][CH2:20][CH2:21][O:1][CH:2]1[CH2:3][CH2:4][N:5]([C:8]([O:10][CH2:11][C:12]2[CH:17]=[CH:16][CH:15]=[CH:14][CH:13]=2)=[O:9])[CH2:6][CH2:7]1, predict the reactants needed to synthesize it. The reactants are: [OH:1][CH:2]1[CH2:7][CH2:6][N:5]([C:8]([O:10][CH2:11][C:12]2[CH:17]=[CH:16][CH:15]=[CH:14][CH:13]=2)=[O:9])[CH2:4][CH2:3]1.[CH3:18][O:19][CH2:20][CH2:21]Br.[OH-].[Na+].O.